Dataset: Catalyst prediction with 721,799 reactions and 888 catalyst types from USPTO. Task: Predict which catalyst facilitates the given reaction. Reactant: C(=O)([O-])[O-].[Na+].[Na+].[F:7][C:8]1[CH:13]=[C:12](B(O)O)[CH:11]=[CH:10][N:9]=1.Br[C:18]1[CH:23]=[CH:22][N:21]=[C:20]([NH:24][CH:25]2[CH2:30][CH2:29][O:28][CH2:27][CH2:26]2)[CH:19]=1.O1CCOCC1.O. Product: [F:7][C:8]1[CH:13]=[C:12]([C:18]2[CH:23]=[CH:22][N:21]=[C:20]([NH:24][CH:25]3[CH2:30][CH2:29][O:28][CH2:27][CH2:26]3)[CH:19]=2)[CH:11]=[CH:10][N:9]=1. The catalyst class is: 587.